Dataset: Reaction yield outcomes from USPTO patents with 853,638 reactions. Task: Predict the reaction yield, written as a fraction of the theoretical maximum amount of product (1.0 means a 100% yield; for example, 0.34 means a 34% yield). (1) The reactants are [CH2:1]([NH:8][CH2:9][CH2:10][NH2:11])[C:2]1[CH:7]=[CH:6][CH:5]=[CH:4][CH:3]=1.C=O.[C:14](=O)(O)[O-].[Na+].S([O-])([O-])(=O)=O.[Mg+2].[C:25](O[C:25]([O:27][C:28]([CH3:31])([CH3:30])[CH3:29])=[O:26])([O:27][C:28]([CH3:31])([CH3:30])[CH3:29])=[O:26]. No catalyst specified. The product is [CH2:1]([N:8]1[CH2:9][CH2:10][N:11]([C:25]([O:27][C:28]([CH3:31])([CH3:30])[CH3:29])=[O:26])[CH2:14]1)[C:2]1[CH:7]=[CH:6][CH:5]=[CH:4][CH:3]=1. The yield is 0.830. (2) The reactants are O[C@@H:2]1[CH2:7][CH2:6][CH2:5][CH2:4][C@H:3]1[C:8]([O:10]CC)=[O:9].B(F)(F)F.[CH3:17][O:18][C:19]1[CH:20]=[C:21]([CH2:27][CH2:28][O:29]/[C:30](=N/[H])/[C:31](Cl)(Cl)Cl)[CH:22]=[CH:23][C:24]=1[O:25][CH3:26]. The catalyst is C1(C)C=CC=CC=1. The product is [CH2:4]([C@@:3]1([C:8]([OH:10])=[O:9])[CH2:2][CH2:7][CH2:6][CH2:31][C@H:30]1[O:29][CH2:28][CH2:27][C:21]1[CH:22]=[CH:23][C:24]([O:25][CH3:26])=[C:19]([O:18][CH3:17])[CH:20]=1)[CH3:5]. The yield is 1.00.